From a dataset of Catalyst prediction with 721,799 reactions and 888 catalyst types from USPTO. Predict which catalyst facilitates the given reaction. (1) Reactant: [OH:1][C:2]1[CH:3]=[C:4]2[C:9](=[CH:10][CH:11]=1)[N:8]=[C:7]([C:12]1[CH:28]=[CH:27][C:15]([C:16]([NH:18][NH:19]C(OC(C)(C)C)=O)=[O:17])=[CH:14][CH:13]=1)[CH:6]=[CH:5]2. The catalyst class is: 209. Product: [OH:1][C:2]1[CH:3]=[C:4]2[C:9](=[CH:10][CH:11]=1)[N:8]=[C:7]([C:12]1[CH:13]=[CH:14][C:15]([C:16]([NH:18][NH2:19])=[O:17])=[CH:27][CH:28]=1)[CH:6]=[CH:5]2. (2) Reactant: [F:1][C:2]1[CH:3]=[C:4]([CH:9]([N:14]2[C:22](=[O:23])[C:21]3[C:16](=[CH:17][CH:18]=[CH:19][CH:20]=3)[C:15]2=[O:24])[CH2:10]C(O)=O)[CH:5]=[CH:6][C:7]=1[F:8].C([N:27]([CH2:30]C)CC)C.C1(P(N=[N+]=[N-])(C2C=CC=CC=2)=[O:39])C=CC=CC=1.[C:49]([OH:53])([CH3:52])([CH3:51])[CH3:50]. Product: [F:1][C:2]1[CH:3]=[C:4]([CH:9]([N:14]2[C:22](=[O:23])[C:21]3[C:16](=[CH:17][CH:18]=[CH:19][CH:20]=3)[C:15]2=[O:24])[CH2:10][NH:27][C:30](=[O:39])[O:53][C:49]([CH3:52])([CH3:51])[CH3:50])[CH:5]=[CH:6][C:7]=1[F:8]. The catalyst class is: 11. (3) Reactant: CN(C(ON1N=NC2C=CC=NC1=2)=[N+](C)C)C.F[P-](F)(F)(F)(F)F.[C:25]([O:29][C:30]([NH:32][CH2:33][C:34]([OH:36])=O)=[O:31])([CH3:28])([CH3:27])[CH3:26].Cl.[NH2:38][C@@H:39]([C@H:44]([OH:46])[CH3:45])[C:40]([O:42][CH3:43])=[O:41].CCN(C(C)C)C(C)C. The catalyst class is: 474. Product: [C:25]([O:29][C:30]([NH:32][CH2:33][C:34]([NH:38][CH:39]([CH:44]([OH:46])[CH3:45])[C:40]([O:42][CH3:43])=[O:41])=[O:36])=[O:31])([CH3:26])([CH3:27])[CH3:28]. (4) Reactant: [NH:1]1[C:9]2[C:4](=[CH:5][CH:6]=[CH:7][CH:8]=2)[C:3]([C:10]2[C:18]3[C:13](=[CH:14][CH:15]=[CH:16][CH:17]=3)[N:12](S(C3C=CC(C)=CC=3)(=O)=O)[C:11]=2[C:29]([OH:31])=[O:30])=[CH:2]1.[Li+].[OH-]. Product: [NH:1]1[C:9]2[C:4](=[CH:5][CH:6]=[CH:7][CH:8]=2)[C:3]([C:10]2[C:18]3[C:13](=[CH:14][CH:15]=[CH:16][CH:17]=3)[NH:12][C:11]=2[C:29]([OH:31])=[O:30])=[CH:2]1. The catalyst class is: 87.